Dataset: Catalyst prediction with 721,799 reactions and 888 catalyst types from USPTO. Task: Predict which catalyst facilitates the given reaction. (1) Reactant: [S:1]1[C:5]([C:6]2([OH:16])[CH2:15][CH2:14][C:9]3(OCC[O:10]3)[CH2:8][CH2:7]2)=[CH:4][N:3]=[CH:2]1.Cl.[OH-].[Na+]. Product: [OH:16][C:6]1([C:5]2[S:1][CH:2]=[N:3][CH:4]=2)[CH2:15][CH2:14][C:9](=[O:10])[CH2:8][CH2:7]1. The catalyst class is: 3. (2) Reactant: [CH3:1][O:2][C:3]1[CH:4]=[C:5]2[C:10](=[CH:11][C:12]=1[O:13][CH3:14])[N:9]=[CH:8][N:7]=[C:6]2[O:15][C:16]1[CH:22]=[CH:21][C:19]([NH2:20])=[CH:18][CH:17]=1.C(N(CC)CC)C.ClC(Cl)(O[C:34](=[O:40])OC(Cl)(Cl)Cl)Cl.Cl.[NH2:43][C:44]1[S:48][N:47]=[C:46]([CH3:49])[CH:45]=1. Product: [CH3:1][O:2][C:3]1[CH:4]=[C:5]2[C:10](=[CH:11][C:12]=1[O:13][CH3:14])[N:9]=[CH:8][N:7]=[C:6]2[O:15][C:16]1[CH:22]=[CH:21][C:19]([NH:20][C:34]([NH:43][C:44]2[S:48][N:47]=[C:46]([CH3:49])[CH:45]=2)=[O:40])=[CH:18][CH:17]=1. The catalyst class is: 146. (3) Reactant: [Cl:1][C:2]1[CH:3]=[C:4]([C:8]2[N:9]=[C:10]([NH:16][C:17]3[CH:22]=[C:21]([O:23][CH2:24][CH2:25][O:26]C4CCCCO4)[C:20]([O:33][CH3:34])=[CH:19][C:18]=3[N+:35]([O-])=O)[S:11][C:12]=2[C:13]([NH2:15])=[O:14])[CH:5]=[CH:6][CH:7]=1.[H][H].[CH:40](O)=O. Product: [Cl:1][C:2]1[CH:3]=[C:4]([C:8]2[N:9]=[C:10]([N:16]3[C:17]4[CH:22]=[C:21]([O:23][CH2:24][CH2:25][OH:26])[C:20]([O:33][CH3:34])=[CH:19][C:18]=4[N:35]=[CH:40]3)[S:11][C:12]=2[C:13]([NH2:15])=[O:14])[CH:5]=[CH:6][CH:7]=1. The catalyst class is: 45.